From a dataset of Forward reaction prediction with 1.9M reactions from USPTO patents (1976-2016). Predict the product of the given reaction. (1) The product is: [Br:1][C:2]1[C:3]([N:34]2[CH2:35][CH2:36][C@H:32]([N:24]([CH3:23])[C:25](=[O:31])[O:26][C:27]([CH3:28])([CH3:29])[CH3:30])[CH2:33]2)=[N:4][CH:5]=[C:6]([C:7](=[O:8])[NH:9][C:10]2[CH:15]=[CH:14][C:13]([O:16][C:17]([F:20])([F:19])[F:18])=[CH:12][CH:11]=2)[CH:21]=1. Given the reactants [Br:1][C:2]1[C:3](Cl)=[N:4][CH:5]=[C:6]([CH:21]=1)[C:7]([NH:9][C:10]1[CH:15]=[CH:14][C:13]([O:16][C:17]([F:20])([F:19])[F:18])=[CH:12][CH:11]=1)=[O:8].[CH3:23][N:24]([C@H:32]1[CH2:36][CH2:35][NH:34][CH2:33]1)[C:25](=[O:31])[O:26][C:27]([CH3:30])([CH3:29])[CH3:28], predict the reaction product. (2) Given the reactants Br[C:2]1[CH:3]=[C:4]2[C:9](=[CH:10][CH:11]=1)[CH:8]=[N:7][CH:6]=[C:5]2[Cl:12].[NH:13]1[CH2:18][CH2:17][CH2:16][CH2:15][C:14]1=[O:19].C1(P(C2CCCCC2)C2C=CC=CC=2C2C(C(C)C)=CC(C(C)C)=CC=2C(C)C)CCCCC1.P([O-])([O-])([O-])=O.[K+].[K+].[K+], predict the reaction product. The product is: [Cl:12][C:5]1[C:4]2[C:9](=[CH:10][CH:11]=[C:2]([N:13]3[CH2:18][CH2:17][CH2:16][CH2:15][C:14]3=[O:19])[CH:3]=2)[CH:8]=[N:7][CH:6]=1. (3) Given the reactants [Cl:1][C:2]1[CH:7]=[CH:6][C:5]([C:8]2[N:9]([CH2:14][C@H:15]([OH:20])[C:16]([F:19])([F:18])[F:17])[C:10](=[O:13])[NH:11][N:12]=2)=[CH:4][CH:3]=1.Br[CH2:22][C:23]#[CH:24].C(=O)([O-])[O-].[Cs+].[Cs+].O, predict the reaction product. The product is: [Cl:1][C:2]1[CH:7]=[CH:6][C:5]([C:8]2[N:9]([CH2:14][C@H:15]([OH:20])[C:16]([F:18])([F:19])[F:17])[C:10](=[O:13])[N:11]([CH2:24][C:23]#[CH:22])[N:12]=2)=[CH:4][CH:3]=1. (4) The product is: [F:2][C:3]1[CH:35]=[CH:34][CH:33]=[CH:32][C:4]=1[C:5]([C:7]1[C:8]2[CH:9]=[CH:10][C:11]([O:30][CH3:31])=[C:12]([O:28][CH3:29])[C:13]=2[C:14](=[O:38])[N:15]2[CH2:24][CH2:23][C:22]3[C:17](=[CH:18][C:19]4[O:27][CH2:26][O:25][C:20]=4[CH:21]=3)[C:16]=12)=[O:6]. Given the reactants [Cl-].[F:2][C:3]1[CH:35]=[CH:34][CH:33]=[CH:32][C:4]=1[C:5]([C:7]1[C:16]2[C:17]3[C:22]([CH2:23][CH2:24][N+:15]=2[CH:14]=[C:13]2[C:8]=1[CH:9]=[CH:10][C:11]([O:30][CH3:31])=[C:12]2[O:28][CH3:29])=[CH:21][C:20]1[O:25][CH2:26][O:27][C:19]=1[CH:18]=3)=[O:6].[Br-].C[O:38]C1C2C(=C(CC3C=CC=CC=3C)C3C4C(=CC5OCOC=5C=4)CC[N+]=3C=2)C=CC=1OC, predict the reaction product. (5) Given the reactants [C@H:1]12[CH2:6][C@H:5]1[CH2:4][C@@H:3]([CH2:7][NH:8][C:9]([C:11]1[N:18]3[C:14]([S:15][CH:16]=[CH:17]3)=[N:13][C:12]=1[CH3:19])=[O:10])[NH:2]2.[NH2:20][C:21]1[S:22][C:23]([C:29]2[CH:30]=[C:31]([CH3:35])[CH:32]=[CH:33][CH:34]=2)=[C:24]([C:26](O)=[O:27])[N:25]=1, predict the reaction product. The product is: [NH2:20][C:21]1[S:22][C:23]([C:29]2[CH:30]=[C:31]([CH3:35])[CH:32]=[CH:33][CH:34]=2)=[C:24]([C:26]([N:2]2[C@H:3]([CH2:7][NH:8][C:9]([C:11]3[N:18]4[C:14]([S:15][CH:16]=[CH:17]4)=[N:13][C:12]=3[CH3:19])=[O:10])[CH2:4][C@H:5]3[C@@H:1]2[CH2:6]3)=[O:27])[N:25]=1.